This data is from Peptide-MHC class II binding affinity with 134,281 pairs from IEDB. The task is: Regression. Given a peptide amino acid sequence and an MHC pseudo amino acid sequence, predict their binding affinity value. This is MHC class II binding data. (1) The peptide sequence is RTEQKDFDGRSEFAYGSFVR. The MHC is DRB1_1501 with pseudo-sequence DRB1_1501. The binding affinity (normalized) is 0.362. (2) The binding affinity (normalized) is 0.440. The peptide sequence is TISVFLHSEEGSRAY. The MHC is DRB3_0301 with pseudo-sequence DRB3_0301. (3) The peptide sequence is LVVRMYLSSQAIRLV. The MHC is DRB1_1001 with pseudo-sequence DRB1_1001. The binding affinity (normalized) is 0.909. (4) The peptide sequence is ACQGVGGPSHKARVLAEA. The MHC is DRB3_0101 with pseudo-sequence DRB3_0101. The binding affinity (normalized) is 0.0545. (5) The peptide sequence is NRNNTFKPFAEYKSDYVYQPFPK. The MHC is DRB3_0202 with pseudo-sequence DRB3_0202. The binding affinity (normalized) is 0.406. (6) The peptide sequence is GNSNYKAVSCDFNNG. The MHC is H-2-IAb with pseudo-sequence H-2-IAb. The binding affinity (normalized) is 0. (7) The peptide sequence is YDLPPFTQHLLNIRLTDT. The MHC is DRB1_0101 with pseudo-sequence DRB1_0101. The binding affinity (normalized) is 0.179. (8) The peptide sequence is VPRRGPRGGPGRSYA. The MHC is HLA-DPA10103-DPB10401 with pseudo-sequence HLA-DPA10103-DPB10401. The binding affinity (normalized) is 0.